From a dataset of Experimentally validated miRNA-target interactions with 360,000+ pairs, plus equal number of negative samples. Binary Classification. Given a miRNA mature sequence and a target amino acid sequence, predict their likelihood of interaction. (1) The miRNA is rno-miR-124-3p with sequence UAAGGCACGCGGUGAAUGCC. The protein sequence of the target gene is MAAPSEVAAIAPGEGDGGGGGFGSWLDGRLEALGVDRAVYGAYILGILQEEEEEEKLDALQGILSAFLEEDSLLNICKEIVERWSETQNVVTKVKKEDEVQAIATLIEKQAQIVVKPRMVSEEEKQRKAALLAQYADVTDEEDEADEKDDSGATTMNIGSDKLLFRNTNVEDVLNARKLERDSLRDESQRKKEQDKLQRERDKLAKQERKEKEKKRTQRGERKR. Result: 0 (no interaction). (2) The miRNA is hsa-miR-523-5p with sequence CUCUAGAGGGAAGCGCUUUCUG. The protein sequence of the target gene is MLSRVVLSAAATAAPSLKNAAFLGPGVLQATRTFHTGQPHLVPVPPLPEYGGKVRYGLIPEEFFQFLYPKTGVTGPYVLGTGLILYALSKEIYVISAETFTALSVLGVMVYGIKKYGPFVADFADKLNEQKLAQLEEAKQASIQHIQNAIDTEKSQQALVQKRHYLFDVQRNNIAMALEVTYRERLYRVYKEVKNRLDYHISVQNMMRRKEQEHMINWVEKHVVQSISTQQEKETIAKCIADLKLLAKKAQAQPVM. Result: 1 (interaction). (3) The miRNA is hsa-miR-654-5p with sequence UGGUGGGCCGCAGAACAUGUGC. The protein sequence of the target gene is MSVTKSTEGPQGAVAIKLDLMSPPESAKKLENKDSTFLDESPSESAGLKKTKGITVFQALIHLVKGNMGTGILGLPLAVKNAGILMGPLSLLVMGFIACHCMHILVKCAQRFCKRLNKPFMDYGDTVMHGLEANPNAWLQNHAHWGRHIVSFFLIITQLGFCCVYIVFLADNLKQVVEAVNSTTNNCYSNETVILTPTMDSRLYMLSFLPFLVLLVLIRNLRILTIFSMLANISMLVSLVIIIQYITQEIPDPSRLPLVASWKTYPLFFGTAIFSFESIGVVLPLENKMKNARHFPAILS.... Result: 0 (no interaction). (4) The miRNA is hsa-miR-8088 with sequence CCUCGGUACUGGAAAGGGGUA. The protein sequence of the target gene is MDADMDYERPNVETIKCVVVGDNAVGKTRLICARACNTTLTQYQLLATHVPTVWAIDQYRVCQEVLERSRDVVDEVSVSLRLWDTFGDHHKDRRFAYGRSDVVVLCFSIANPNSLNHVKSMWYPEIKHFCPRTPVILVGCQLDLRYADLEAVNRARRPLARPIKRGDILPPEKGREVAKELGLPYYETSVFDQFGIKDVFDNAIRAALISRRHLQFWKSHLKKVQKPLLQAPFLPPKAPPPVIKIPECPSMGTNEAACLLDNPLCADVLFILQDQEHIFAHRIYLATSSSKFYDLFLMEC.... Result: 0 (no interaction). (5) The miRNA is mmu-miR-10b-5p with sequence UACCCUGUAGAACCGAAUUUGUG. The protein sequence of the target gene is MASLLGAYPWTEGLECPALEAELSDGLSPPAVPRPSGDKSSESRIRRPMNAFMVWAKDERKRLAVQNPDLHNAELSKMLGKSWKALTLSQKRPYVDEAERLRLQHMQDYPNYKYRPRRKKQGKRLCKRVDPGFLLSSLSRDQNTLPEKNGIGRGEKEDRGEYSPGATLPGLHSCYREGAAAAPGSVDTYPYGLPTPPEMSPLDALEPEQTFFSSSCQEEHGHPHHLPHLPGPPYSPEFTPSPLHCSHPLGSLALGQSPGVSMMSSVSGCPPSPAYYSHATYHPLHPNLQAHLGQLSPPPE.... Result: 1 (interaction). (6) The miRNA is hsa-miR-335-5p with sequence UCAAGAGCAAUAACGAAAAAUGU. The protein sequence of the target gene is MPFNGEKQCVGEDQPSDSDSSRFSESMASLSDYECSRQSFASDSSSKSSSPASTSPPRVVTFDEVMATARNLSNLTLAHEIAVNENFQLKQEALPEKSLAGRVKHIVHQAFWDVLDSELNADPPEFEHAIKLFEEIREILLSFLTPGGNRLRNQICEVLDTDLIRQQAEHSAVDIQGLANYVISTMGKLCAPVRDNDIRELKATGNIVEVLRQIFHVLDLMQMDMANFTIMSLRPHLQRQLVEYERTKFQEILEETPSALDQTTEWIKESVNEELFSLSESALTPGAENTSKPSLSPTLV.... Result: 1 (interaction). (7) The miRNA is hsa-miR-6781-3p with sequence UGCCUCUUUUCCACGGCCUCAG. The protein sequence of the target gene is MSLVDLGKRLLEAARKGQDDEVRTLMANGAPFTTDWLGTSPLHLAAQYGHYSTAEVLLRAGVSRDARTKVDRTPLHMAAADGHAHIVELLVRNGADVNAKDMLKMTALHWATERHHRDVVELLIKYGADVHAFSKFDKSAFDIALEKNNAEILVILQEAMQNQVNVNPERANPVTDPVSMAAPFIFTSGEVVNLASLISSTNTKTTSGDPHASTVQFSNSTTSVLATLAALAEASVPLSNSHRATANTEEIIEGNSVDSSIQQVMGSGGQRVITIVTDGVPLGNIQTSIPTGGIGQPFIV.... Result: 1 (interaction). (8) The protein sequence of the target gene is MQASRHSIQAEPGWYVSAQQPEEAVAADEWSPLLSNEPHRQGSSGASFGLSVFNVMNAIMGSGILGLAYVMANTGILGFSFLLLFVALLASYSVHLLLAMCIHTAVTSYEDLGLFAFGLPGKVVVAGTIIIQNIGAMSSYLLIIKTELPAAISEFLPSDHSGSWYLDGQMLLIIICVGIVFPLSLLPKIGFLGYTSSLSFFFMVFFALVVVIKKWAVPCPVTLDCINEVFQISNATDDCKPKLFHFSKESVYAIPTMAFSFLCHTSVLPIYCELQSPSKKRMQNVTNTAIALSFLVYFVS.... The miRNA is mmu-miR-490-3p with sequence CAACCUGGAGGACUCCAUGCUG. Result: 0 (no interaction). (9) The miRNA is mmu-miR-698-3p with sequence CAUUCUCGUUUCCUUCCCU. The protein sequence of the target gene is MSSHSHNGSVGQPLGSGPGFLGWEPVDPEAGRPLQPTQGPGLQMVAKGQPVRLSPGGSRGHPQEQEEEEEEEEEEDKTGSGKPPTVSHRLGHRRALFEKRKRLSDYALIFGMFGIVVMVTETELSWGVYTKESLCSFALKCLISLSTVILLGLVILYHAREIQLFLVDNGADDWRIAMTWERVSLISLELVVCAIHPVPGHYRFTWTARLAFSLVPSAAEADLDVLLSIPMFLRLYLLARVMLLHSRIFTDASSRSIGALNRVTFNTRFVTKTLMTICPGTVLLVFSVSSWIVAAWTVRV.... Result: 1 (interaction).